The task is: Predict the reactants needed to synthesize the given product.. This data is from Full USPTO retrosynthesis dataset with 1.9M reactions from patents (1976-2016). (1) Given the product [Br:21][C:22]1[C:27]([CH:35]=[O:36])=[C:26]([F:28])[C:25]([O:29][CH3:30])=[C:24]([F:31])[CH:23]=1, predict the reactants needed to synthesize it. The reactants are: C([Li])CCC.C(NC(C)C)(C)C.[Li+].CC([N-]C(C)C)C.[Br:21][C:22]1[CH:23]=[C:24]([F:31])[C:25]([O:29][CH3:30])=[C:26]([F:28])[CH:27]=1.CN([CH:35]=[O:36])C. (2) Given the product [OH:4][C@H:5]1[CH2:10][CH2:9][C@@:8]([C@H:12]2[CH2:20][CH2:19][C@@:18]3([CH3:21])[C@@H:14]([CH2:15][CH2:16][C:17]3=[CH2:22])[C@@H:13]2[CH2:23][NH:24][C:49](=[O:54])[CH2:50][CH2:51][CH2:52][CH3:53])([CH3:11])[C@@H:7]([CH2:25][OH:26])[CH2:6]1, predict the reactants needed to synthesize it. The reactants are: C([O:4][C@H:5]1[CH2:10][CH2:9][C@@:8]([C@H:12]2[CH2:20][CH2:19][C@@:18]3([CH3:21])[C@@H:14]([CH2:15][CH2:16][C:17]3=[CH2:22])[C@@H:13]2[CH2:23][NH2:24])([CH3:11])[C@@H:7]([CH2:25][OH:26])[CH2:6]1)(=O)C.F[B-](F)(F)F.N1(OC(N(C)C)=[N+](C)C)C2C=CC=CC=2N=N1.[C:49](O)(=[O:54])[CH2:50][CH2:51][CH2:52][CH3:53].C(N(CC)C(C)C)(C)C.